Dataset: Full USPTO retrosynthesis dataset with 1.9M reactions from patents (1976-2016). Task: Predict the reactants needed to synthesize the given product. (1) Given the product [NH3:3].[CH3:1][CH:2]1[CH2:6][CH2:5][CH2:4][N:3]1[C:7]1([CH:12]([NH2:13])[C:14]2[CH:19]=[CH:18][CH:17]=[CH:16][CH:15]=2)[CH2:11][CH2:10][CH2:9][CH2:8]1, predict the reactants needed to synthesize it. The reactants are: [CH3:1][CH:2]1[CH2:6][CH2:5][CH2:4][N:3]1[C:7]1([C:12]#[N:13])[CH2:11][CH2:10][CH2:9][CH2:8]1.[C:14]1([Li])[CH:19]=[CH:18][CH:17]=[CH:16][CH:15]=1.CO.[BH4-].[Na+]. (2) Given the product [CH:16]1([C:13]2[NH:12][C:11]3[CH:10]=[C:9]([C:26]4[C:27]([CH3:32])=[N:28][O:29][C:30]=4[CH3:31])[CH:8]=[C:7]([CH:6]([CH:2]4[O:3][CH2:4][CH2:5][O:1]4)[OH:33])[C:15]=3[N:14]=2)[CH2:17][CH2:18]1, predict the reactants needed to synthesize it. The reactants are: [O:1]1[CH2:5][CH2:4][O:3][CH:2]1[CH:6]([OH:33])[C:7]1[C:15]2[N:14]=[C:13]([CH:16]3[CH2:18][CH2:17]3)[N:12](C(OC(C)(C)C)=O)[C:11]=2[CH:10]=[C:9]([C:26]2[C:27]([CH3:32])=[N:28][O:29][C:30]=2[CH3:31])[CH:8]=1.C(O)(C(F)(F)F)=O. (3) Given the product [NH2:8][C:9]1[N:10]=[CH:11][C:12]2[CH:17]([C:18]([O:20][CH3:21])=[O:19])[CH2:16][CH2:15][C:13]=2[N:14]=1, predict the reactants needed to synthesize it. The reactants are: C(N(CC)CC)C.[NH2:8][C:9]1[N:10]=[C:11](Cl)[C:12]2[CH:17]([C:18]([O:20][CH3:21])=[O:19])[CH2:16][CH2:15][C:13]=2[N:14]=1.C(O)=O. (4) Given the product [Br:17][CH:13]([C:10]1[CH:11]=[CH:12][C:7]([CH2:6][N:1]2[CH:5]=[CH:4][CH:3]=[N:2]2)=[CH:8][CH:9]=1)[CH3:14], predict the reactants needed to synthesize it. The reactants are: [N:1]1([CH2:6][C:7]2[CH:12]=[CH:11][C:10]([CH:13](O)[CH3:14])=[CH:9][CH:8]=2)[CH:5]=[CH:4][CH:3]=[N:2]1.P(Br)(Br)[Br:17]. (5) Given the product [C:18]([N:22]1[C:26]([CH2:27][CH:28]([CH3:29])[CH3:30])=[CH:25][C:24]([CH2:31][NH:17][CH2:16][CH2:15][N:12]2[CH2:11][CH2:10][N:9]([C:6]3[CH:5]=[CH:4][C:3]([O:2][CH3:1])=[CH:8][CH:7]=3)[CH2:14][CH2:13]2)=[N:23]1)([CH3:21])([CH3:20])[CH3:19], predict the reactants needed to synthesize it. The reactants are: [CH3:1][O:2][C:3]1[CH:8]=[CH:7][C:6]([N:9]2[CH2:14][CH2:13][N:12]([CH2:15][CH2:16][NH2:17])[CH2:11][CH2:10]2)=[CH:5][CH:4]=1.[C:18]([N:22]1[C:26]([CH2:27][CH:28]([CH3:30])[CH3:29])=[CH:25][C:24]([CH:31]=O)=[N:23]1)([CH3:21])([CH3:20])[CH3:19]. (6) Given the product [C:28]([O:32][C:33]([N:35]1[CH2:40][CH2:39][CH:38]([NH:41][C:8]2[C:9]([N+:25]([O-:27])=[O:26])=[C:10]([NH:14][C:15]3[CH:20]=[CH:19][C:18]([S:21]([CH3:24])(=[O:23])=[O:22])=[CH:17][CH:16]=3)[N:11]=[CH:12][N:13]=2)[CH2:37][CH2:36]1)=[O:34])([CH3:31])([CH3:29])[CH3:30], predict the reactants needed to synthesize it. The reactants are: N1C=CC=NC=1.Cl[C:8]1[N:13]=[CH:12][N:11]=[C:10]([NH:14][C:15]2[CH:20]=[CH:19][C:18]([S:21]([CH3:24])(=[O:23])=[O:22])=[CH:17][CH:16]=2)[C:9]=1[N+:25]([O-:27])=[O:26].[C:28]([O:32][C:33]([N:35]1[CH2:40][CH2:39][CH:38]([NH2:41])[CH2:37][CH2:36]1)=[O:34])([CH3:31])([CH3:30])[CH3:29].C([O-])([O-])=O.[K+].[K+]. (7) Given the product [C:34]([N:30]1[CH2:31][C@@H:32]([OH:33])[C@H:28]([NH:27][C:25]([C:21]2[C:17]3=[N:18][CH:19]=[CH:20][C:15]([C:8]4[CH:9]=[C:10]([O:13][CH3:14])[CH:11]=[CH:12][C:7]=4[O:6][CH2:5][CH:2]4[CH2:4][CH2:3]4)=[C:16]3[NH:23][C:22]=2[CH3:24])=[O:26])[CH2:29]1)(=[O:36])[CH3:35], predict the reactants needed to synthesize it. The reactants are: Cl.[CH:2]1([CH2:5][O:6][C:7]2[CH:12]=[CH:11][C:10]([O:13][CH3:14])=[CH:9][C:8]=2[C:15]2[CH:20]=[CH:19][N:18]=[C:17]3[C:21]([C:25]([NH:27][C@H:28]4[C@H:32]([OH:33])[CH2:31][NH:30][CH2:29]4)=[O:26])=[C:22]([CH3:24])[NH:23][C:16]=23)[CH2:4][CH2:3]1.[C:34](Cl)(=[O:36])[CH3:35]. (8) Given the product [Br:23][C:24]1[CH:33]=[C:32]2[C:27]([CH:28]=[CH:29][N:30]=[C:31]2[O:7][C@H:8]2[CH2:12][N:11]([C:13]([O:15][C:16]([CH3:17])([CH3:18])[CH3:19])=[O:14])[C@H:10]([C:20]([OH:22])=[O:21])[CH2:9]2)=[CH:26][C:25]=1[O:35][CH3:36], predict the reactants needed to synthesize it. The reactants are: CC(C)([O-])C.[K+].[OH:7][C@H:8]1[CH2:12][N:11]([C:13]([O:15][C:16]([CH3:19])([CH3:18])[CH3:17])=[O:14])[C@H:10]([C:20]([OH:22])=[O:21])[CH2:9]1.[Br:23][C:24]1[CH:33]=[C:32]2[C:27]([CH:28]=[CH:29][N:30]=[C:31]2Cl)=[CH:26][C:25]=1[O:35][CH3:36]. (9) Given the product [F:9][C:10]1[CH:11]=[CH:12][C:13]2[N:14]([C:18]([C:20]3([N:25]([CH3:27])[CH3:26])[CH2:24][CH2:23][CH2:22][CH2:21]3)=[N:17][N:16]=2)[CH:15]=1, predict the reactants needed to synthesize it. The reactants are: ClC(Cl)(Cl)C(Cl)(Cl)Cl.[F:9][C:10]1[CH:11]=[CH:12][C:13]([NH:16][NH:17][C:18]([C:20]2([N:25]([CH3:27])[CH3:26])[CH2:24][CH2:23][CH2:22][CH2:21]2)=O)=[N:14][CH:15]=1.C(N(CC)CC)C.C1(P(C2C=CC=CC=2)C2C=CC=CC=2)C=CC=CC=1.